From a dataset of NCI-60 drug combinations with 297,098 pairs across 59 cell lines. Regression. Given two drug SMILES strings and cell line genomic features, predict the synergy score measuring deviation from expected non-interaction effect. (1) Drug 1: CCC1(CC2CC(C3=C(CCN(C2)C1)C4=CC=CC=C4N3)(C5=C(C=C6C(=C5)C78CCN9C7C(C=CC9)(C(C(C8N6C=O)(C(=O)OC)O)OC(=O)C)CC)OC)C(=O)OC)O.OS(=O)(=O)O. Drug 2: CC1CCCC2(C(O2)CC(NC(=O)CC(C(C(=O)C(C1O)C)(C)C)O)C(=CC3=CSC(=N3)C)C)C. Cell line: PC-3. Synergy scores: CSS=46.6, Synergy_ZIP=1.74, Synergy_Bliss=0.455, Synergy_Loewe=-11.3, Synergy_HSA=1.66. (2) Drug 1: C#CCC(CC1=CN=C2C(=N1)C(=NC(=N2)N)N)C3=CC=C(C=C3)C(=O)NC(CCC(=O)O)C(=O)O. Drug 2: CCN(CC)CCCC(C)NC1=C2C=C(C=CC2=NC3=C1C=CC(=C3)Cl)OC. Cell line: CCRF-CEM. Synergy scores: CSS=17.7, Synergy_ZIP=-8.73, Synergy_Bliss=0.263, Synergy_Loewe=2.55, Synergy_HSA=-0.451. (3) Drug 1: C1CC(=O)NC(=O)C1N2CC3=C(C2=O)C=CC=C3N. Drug 2: C1CN1P(=S)(N2CC2)N3CC3. Cell line: SR. Synergy scores: CSS=62.1, Synergy_ZIP=-3.55, Synergy_Bliss=-2.49, Synergy_Loewe=-9.86, Synergy_HSA=1.71. (4) Drug 1: C1CN1P(=S)(N2CC2)N3CC3. Drug 2: CC1=C2C(C(=O)C3(C(CC4C(C3C(C(C2(C)C)(CC1OC(=O)C(C(C5=CC=CC=C5)NC(=O)OC(C)(C)C)O)O)OC(=O)C6=CC=CC=C6)(CO4)OC(=O)C)O)C)O. Cell line: RXF 393. Synergy scores: CSS=7.49, Synergy_ZIP=4.04, Synergy_Bliss=2.60, Synergy_Loewe=2.66, Synergy_HSA=2.25. (5) Drug 1: C1CC(C1)(C(=O)O)C(=O)O.[NH2-].[NH2-].[Pt+2]. Drug 2: CC1=C(C(=CC=C1)Cl)NC(=O)C2=CN=C(S2)NC3=CC(=NC(=N3)C)N4CCN(CC4)CCO. Cell line: K-562. Synergy scores: CSS=40.6, Synergy_ZIP=8.04, Synergy_Bliss=3.56, Synergy_Loewe=-71.2, Synergy_HSA=-8.77. (6) Drug 1: CC12CCC3C(C1CCC2=O)CC(=C)C4=CC(=O)C=CC34C. Drug 2: CN1C(=O)N2C=NC(=C2N=N1)C(=O)N. Cell line: NCI-H322M. Synergy scores: CSS=8.43, Synergy_ZIP=5.54, Synergy_Bliss=6.40, Synergy_Loewe=-9.04, Synergy_HSA=1.54. (7) Drug 1: CC1=C(C=C(C=C1)NC(=O)C2=CC=C(C=C2)CN3CCN(CC3)C)NC4=NC=CC(=N4)C5=CN=CC=C5. Drug 2: C#CCC(CC1=CN=C2C(=N1)C(=NC(=N2)N)N)C3=CC=C(C=C3)C(=O)NC(CCC(=O)O)C(=O)O. Cell line: NCI-H522. Synergy scores: CSS=47.9, Synergy_ZIP=2.78, Synergy_Bliss=-0.270, Synergy_Loewe=-3.56, Synergy_HSA=-1.79. (8) Drug 1: C1CN1C2=NC(=NC(=N2)N3CC3)N4CC4. Drug 2: CC1=CC2C(CCC3(C2CCC3(C(=O)C)OC(=O)C)C)C4(C1=CC(=O)CC4)C. Cell line: SF-268. Synergy scores: CSS=15.8, Synergy_ZIP=-7.42, Synergy_Bliss=2.68, Synergy_Loewe=-5.92, Synergy_HSA=0.981.